Dataset: Reaction yield outcomes from USPTO patents with 853,638 reactions. Task: Predict the reaction yield, written as a fraction of the theoretical maximum amount of product (1.0 means a 100% yield; for example, 0.34 means a 34% yield). (1) The reactants are [Br:1][C:2]1[CH:11]=[CH:10][C:5](C(OC)=O)=[C:4]([F:12])[CH:3]=1.[CH3:13][Mg+].[Br-].CC[O:18][CH2:19][CH3:20]. No catalyst specified. The product is [Br:1][C:2]1[CH:11]=[CH:10][C:5]([C:19]([OH:18])([CH3:20])[CH3:13])=[C:4]([F:12])[CH:3]=1. The yield is 0.910. (2) The reactants are Cl.[O:2]1[C:8]2[CH:9]=[CH:10][C:11]([B:13]([OH:15])[OH:14])=[CH:12][C:7]=2[CH2:6][NH:5][CH2:4][CH2:3]1.Cl[C:17]1[C:26]2[CH2:25][C:24]([CH3:28])([CH3:27])[CH2:23][CH2:22][C:21]=2[N:20]=[CH:19][N:18]=1.CCN(C(C)C)C(C)C.C(OCC)C. The catalyst is O1CCOCC1.O. The product is [CH3:27][C:24]1([CH3:28])[CH2:23][CH2:22][C:21]2[N:20]=[CH:19][N:18]=[C:17]([N:5]3[CH2:6][C:7]4[CH:12]=[C:11]([B:13]([OH:15])[OH:14])[CH:10]=[CH:9][C:8]=4[O:2][CH2:3][CH2:4]3)[C:26]=2[CH2:25]1. The yield is 0.800. (3) The reactants are [CH:1]1([C:5](Cl)=[O:6])[CH2:4][CH2:3][CH2:2]1.[NH2:8][CH2:9][C:10]([O:12][CH2:13][CH3:14])=[O:11].C(N(CC)CC)C. The catalyst is ClCCl. The product is [CH:1]1([C:5]([NH:8][CH2:9][C:10]([O:12][CH2:13][CH3:14])=[O:11])=[O:6])[CH2:4][CH2:3][CH2:2]1. The yield is 1.00. (4) The reactants are C(=O)([O-])[O-].[K+].[K+].[N:7]1([C:13]([O:15][C:16]([CH3:19])([CH3:18])[CH3:17])=[O:14])[CH2:12][CH2:11][NH:10][CH2:9][CH2:8]1.[F:20][C:21]1[CH:22]=[C:23]([CH:28]=[CH:29][C:30]=1F)[C:24]([O:26][CH3:27])=[O:25]. No catalyst specified. The product is [F:20][C:21]1[CH:22]=[C:23]([C:24]([O:26][CH3:27])=[O:25])[CH:28]=[CH:29][C:30]=1[N:10]1[CH2:11][CH2:12][N:7]([C:13]([O:15][C:16]([CH3:19])([CH3:18])[CH3:17])=[O:14])[CH2:8][CH2:9]1. The yield is 0.449. (5) The reactants are [CH2:1]([S:4](Cl)(=[O:6])=[O:5])[CH2:2]C.[NH2:8][CH2:9][C:10]([C:13]1[CH:18]=[CH:17][C:16]([I:19])=[CH:15][CH:14]=1)([OH:12])[CH3:11].[CH2:20]1CCN2C(=NCCC2)CC1. The catalyst is C(Cl)Cl. The product is [OH:12][C:10]([C:13]1[CH:14]=[CH:15][C:16]([I:19])=[CH:17][CH:18]=1)([CH3:11])[CH2:9][NH:8][S:4]([CH:1]([CH3:2])[CH3:20])(=[O:5])=[O:6]. The yield is 0.310. (6) The reactants are [CH3:1][C:2]1[CH:9]=[CH:8][CH:7]=[CH:6][C:3]=1[C:4]#[N:5].[NH2:10][OH:11].O.C(Cl)Cl.CO. The catalyst is CCO. The product is [OH:11][N:10]=[C:4]([NH2:5])[C:3]1[CH:6]=[CH:7][CH:8]=[CH:9][C:2]=1[CH3:1]. The yield is 1.00. (7) The reactants are C[O:2][C:3]1[C:4]([C:21]([NH:23][CH3:24])=[O:22])=[CH:5][C:6]2[C:11]([CH:12]=1)=[CH:10][CH:9]=[C:8]([C:13]1[CH:18]=[CH:17][CH:16]=[C:15]([O:19]C)[CH:14]=1)[CH:7]=2.B(Br)(Br)Br. No catalyst specified. The product is [OH:2][C:3]1[C:4]([C:21]([NH:23][CH3:24])=[O:22])=[CH:5][C:6]2[C:11]([CH:12]=1)=[CH:10][CH:9]=[C:8]([C:13]1[CH:18]=[CH:17][CH:16]=[C:15]([OH:19])[CH:14]=1)[CH:7]=2. The yield is 1.00.